This data is from Catalyst prediction with 721,799 reactions and 888 catalyst types from USPTO. The task is: Predict which catalyst facilitates the given reaction. (1) Reactant: C(=O)([O-])[O-].[K+].[K+].Br[CH2:8][C:9]1[CH:14]=[CH:13][CH:12]=[CH:11][CH:10]=1.[OH:15][C:16]1[CH:21]=[CH:20][C:19]([CH2:22][CH2:23][NH:24][C:25](=[O:31])[O:26][C:27]([CH3:30])([CH3:29])[CH3:28])=[CH:18][CH:17]=1. Product: [C:27]([O:26][C:25](=[O:31])[NH:24][CH2:23][CH2:22][C:19]1[CH:18]=[CH:17][C:16]([O:15][CH2:8][C:9]2[CH:14]=[CH:13][CH:12]=[CH:11][CH:10]=2)=[CH:21][CH:20]=1)([CH3:28])([CH3:30])[CH3:29]. The catalyst class is: 21. (2) Reactant: Cl[C:2]1[N:10]=[CH:9][N:8]=[C:7]2[C:3]=1[N:4]=[CH:5][N:6]2[C:11]1[CH:12]=[C:13]([CH:20]=[CH:21][C:22]=1[CH3:23])[C:14]([NH:16][CH:17]1[CH2:19][CH2:18]1)=[O:15].[NH2:24][C:25]1[CH:30]=[CH:29][CH:28]=[CH:27][CH:26]=1. Product: [CH:17]1([NH:16][C:14](=[O:15])[C:13]2[CH:20]=[CH:21][C:22]([CH3:23])=[C:11]([N:6]3[CH:5]=[N:4][C:3]4[C:7]3=[N:8][CH:9]=[N:10][C:2]=4[NH:24][C:25]3[CH:30]=[CH:29][CH:28]=[CH:27][CH:26]=3)[CH:12]=2)[CH2:19][CH2:18]1. The catalyst class is: 12. (3) Reactant: [F:1][C:2]([F:18])([F:17])[O:3][C:4]1[CH:5]=[C:6]([CH:10]=[CH:11][C:12]([O:14][CH2:15][CH3:16])=[O:13])[CH:7]=[CH:8][CH:9]=1. Product: [F:1][C:2]([F:17])([F:18])[O:3][C:4]1[CH:5]=[C:6]([CH2:10][CH2:11][C:12]([O:14][CH2:15][CH3:16])=[O:13])[CH:7]=[CH:8][CH:9]=1. The catalyst class is: 19. (4) Reactant: [NH2:1][C:2]1[CH:3]=[C:4]([CH:17]=[C:18]([C:20]2[CH:21]=[N:22][N:23]([CH3:25])[CH:24]=2)[CH:19]=1)[O:5][CH2:6][C@H:7]([NH:9][C:10](=[O:16])[O:11][C:12]([CH3:15])([CH3:14])[CH3:13])[CH3:8].[Br:26][C:27]1[CH:28]=[C:29]2[C:34](=[CH:35][CH:36]=1)[N:33]=[C:32](Cl)[N:31]=[CH:30]2.C(O)(=O)C. Product: [Br:26][C:27]1[CH:28]=[C:29]2[C:34](=[CH:35][CH:36]=1)[N:33]=[C:32]([NH:1][C:2]1[CH:3]=[C:4]([CH:17]=[C:18]([C:20]3[CH:21]=[N:22][N:23]([CH3:25])[CH:24]=3)[CH:19]=1)[O:5][CH2:6][C@H:7]([NH:9][C:10](=[O:16])[O:11][C:12]([CH3:15])([CH3:13])[CH3:14])[CH3:8])[N:31]=[CH:30]2. The catalyst class is: 155.